From a dataset of Reaction yield outcomes from USPTO patents with 853,638 reactions. Predict the reaction yield, written as a fraction of the theoretical maximum amount of product (1.0 means a 100% yield; for example, 0.34 means a 34% yield). (1) The reactants are [N:1]1[CH:6]=[CH:5][C:4]([N:7]2[CH2:31][CH2:30][C:10]3([CH2:14][N:13]([C:15]([N:17]4[CH2:22][CH2:21][CH:20]([O:23][CH2:24][C:25]([O:27]CC)=[O:26])[CH2:19][CH2:18]4)=[O:16])[CH2:12][CH2:11]3)[CH2:9][CH2:8]2)=[CH:3][CH:2]=1.[Li+].[OH-]. The catalyst is O1CCOCC1. The product is [N:1]1[CH:6]=[CH:5][C:4]([N:7]2[CH2:31][CH2:30][C:10]3([CH2:14][N:13]([C:15]([N:17]4[CH2:18][CH2:19][CH:20]([O:23][CH2:24][C:25]([OH:27])=[O:26])[CH2:21][CH2:22]4)=[O:16])[CH2:12][CH2:11]3)[CH2:9][CH2:8]2)=[CH:3][CH:2]=1. The yield is 0.650. (2) The reactants are [CH3:1][O:2][C:3](=[O:34])[C:4]1[CH:9]=[CH:8][C:7](O)=[C:6]([NH:11][C:12](=[O:33])[C:13]([C:18]2[CH:23]=[CH:22][C:21]([O:24][CH2:25][C:26]3[CH:31]=[CH:30][CH:29]=[CH:28][CH:27]=3)=[C:20]([CH3:32])[CH:19]=2)([CH2:16][CH3:17])[CH2:14][CH3:15])[CH:5]=1.S(O)(C1C=CC(C)=CC=1)(=O)=O.O. The catalyst is C1(C)C=CC=CC=1. The product is [CH3:1][O:2][C:3]([C:4]1[CH:9]=[CH:8][C:7]2[O:33][C:12]([C:13]([C:18]3[CH:23]=[CH:22][C:21]([O:24][CH2:25][C:26]4[CH:31]=[CH:30][CH:29]=[CH:28][CH:27]=4)=[C:20]([CH3:32])[CH:19]=3)([CH2:16][CH3:17])[CH2:14][CH3:15])=[N:11][C:6]=2[CH:5]=1)=[O:34]. The yield is 0.910.